This data is from Catalyst prediction with 721,799 reactions and 888 catalyst types from USPTO. The task is: Predict which catalyst facilitates the given reaction. (1) Reactant: [CH2:1]([O:3][C:4](=[O:9])[CH2:5][N+:6]([O-:8])=[O:7])[CH3:2].C(=O)(O)[O-].[Na+].[Cl:15][C:16]1[CH:41]=[CH:40][C:19]([O:20][CH2:21][C:22]([N:24]2[CH2:29][C@H:28]([CH3:30])[N:27]([CH2:31][C:32]3[CH:37]=[CH:36][C:35]([F:38])=[CH:34][CH:33]=3)[CH2:26][C@H:25]2[CH3:39])=[O:23])=[C:18]([CH2:42]Cl)[CH:17]=1. Product: [CH2:1]([O:3][C:4](=[O:9])[CH:5]([N+:6]([O-:8])=[O:7])[CH2:42][C:18]1[CH:17]=[C:16]([Cl:15])[CH:41]=[CH:40][C:19]=1[O:20][CH2:21][C:22]([N:24]1[CH2:29][C@H:28]([CH3:30])[N:27]([CH2:31][C:32]2[CH:33]=[CH:34][C:35]([F:38])=[CH:36][CH:37]=2)[CH2:26][C@H:25]1[CH3:39])=[O:23])[CH3:2]. The catalyst class is: 711. (2) Reactant: [NH2:1][C:2]1[C:30]([Br:31])=[CH:29][C:5]([CH2:6][C@H:7]([C:26]([OH:28])=O)[NH:8]C(OCC2C3C=CC=CC=3C3C2=CC=CC=3)=O)=[CH:4][C:3]=1[Br:32].C1C=CC2N(O)N=NC=2C=1.CN(C(ON1N=NC2C=CC=CC1=2)=[N+](C)C)C.[B-](F)(F)(F)F.CCN(C(C)C)C(C)C.[CH3:74][C:75]([CH3:92])([O:77][C:78]([N:80]1[CH2:85][CH2:84][CH:83]([CH:86]2[CH2:91][CH2:90][NH:89][CH2:88][CH2:87]2)[CH2:82][CH2:81]1)=[O:79])[CH3:76].C(NCC)C. Product: [NH2:1][C:2]1[C:3]([Br:32])=[CH:4][C:5]([CH2:6][C@H:7]([C:26]([N:89]2[CH2:88][CH2:87][CH:86]([CH:83]3[CH2:82][CH2:81][N:80]([C:78]([O:77][C:75]([CH3:92])([CH3:76])[CH3:74])=[O:79])[CH2:85][CH2:84]3)[CH2:91][CH2:90]2)=[O:28])[NH2:8])=[CH:29][C:30]=1[Br:31]. The catalyst class is: 7. (3) Reactant: [H-].[Na+].[CH2:3]1[C:9]2[CH:10]=[CH:11][CH:12]=[CH:13][C:8]=2[CH2:7][CH2:6][NH:5][C:4]1=[O:14].[CH3:15]I. Product: [CH3:15][N:5]1[C:4](=[O:14])[CH2:3][C:9]2[CH:10]=[CH:11][CH:12]=[CH:13][C:8]=2[CH2:7][CH2:6]1. The catalyst class is: 3. (4) Reactant: [Al+3].[Cl-].[Cl-].[Cl-].[C:5]1([CH:11]2[CH2:16][CH2:15][CH:14]([C:17](=[O:19])[CH3:18])[CH2:13][CH2:12]2)[CH:10]=[CH:9][CH:8]=[CH:7][CH:6]=1.Br[CH2:21][C:22](Br)=[O:23].Cl. Product: [C:17]([CH:14]1[CH2:15][CH2:16][CH:11]([C:5]2[CH:10]=[CH:9][C:8]([C:22](=[O:23])[CH3:21])=[CH:7][CH:6]=2)[CH2:12][CH2:13]1)(=[O:19])[CH3:18]. The catalyst class is: 2. (5) Reactant: [Cl:1][C:2]1[CH:30]=[CH:29][C:5]([O:6][C:7]2[CH:12]=[CH:11][C:10]([N:13]3[CH:17]=[C:16]([C:18]4[CH:23]=[CH:22][C:21]([OH:24])=[CH:20][CH:19]=4)[N:15]=[C:14]3[CH2:25][O:26][CH2:27][CH3:28])=[CH:9][CH:8]=2)=[CH:4][CH:3]=1.C([O-])([O-])=O.[Cs+].[Cs+].CC1C=CC(S(O[CH2:48][C@H:49]2[O:51][CH2:50]2)(=O)=O)=CC=1.C1(O)C=CC=CC=1. Product: [Cl:1][C:2]1[CH:30]=[CH:29][C:5]([O:6][C:7]2[CH:8]=[CH:9][C:10]([N:13]3[CH:17]=[C:16]([C:18]4[CH:23]=[CH:22][C:21]([O:24][CH2:48][C@@H:49]5[CH2:50][O:51]5)=[CH:20][CH:19]=4)[N:15]=[C:14]3[CH2:25][O:26][CH2:27][CH3:28])=[CH:11][CH:12]=2)=[CH:4][CH:3]=1. The catalyst class is: 3. (6) Reactant: C([O:3][C:4](=O)[CH2:5][O:6][C:7]1[CH:12]=[CH:11][C:10]([O:13][CH2:14][C:15]2[CH:20]=[CH:19][C:18]([F:21])=[CH:17][CH:16]=2)=[CH:9][CH:8]=1)C.[CH3:23][NH2:24]. Product: [F:21][C:18]1[CH:19]=[CH:20][C:15]([CH2:14][O:13][C:10]2[CH:11]=[CH:12][C:7]([O:6][CH2:5][C:4]([NH:24][CH3:23])=[O:3])=[CH:8][CH:9]=2)=[CH:16][CH:17]=1. The catalyst class is: 6.